This data is from NCI-60 drug combinations with 297,098 pairs across 59 cell lines. The task is: Regression. Given two drug SMILES strings and cell line genomic features, predict the synergy score measuring deviation from expected non-interaction effect. Cell line: COLO 205. Drug 1: C1CN1P(=S)(N2CC2)N3CC3. Drug 2: CN1C2=C(C=C(C=C2)N(CCCl)CCCl)N=C1CCCC(=O)O.Cl. Synergy scores: CSS=24.1, Synergy_ZIP=-6.74, Synergy_Bliss=-1.74, Synergy_Loewe=-37.2, Synergy_HSA=-1.46.